This data is from Reaction yield outcomes from USPTO patents with 853,638 reactions. The task is: Predict the reaction yield, written as a fraction of the theoretical maximum amount of product (1.0 means a 100% yield; for example, 0.34 means a 34% yield). (1) The reactants are [C:1]([O:4][C@H:5]1[CH2:22][CH2:21][C@@:20]2([CH3:23])[C@@H:7]([CH2:8][CH2:9][C@:10]3([CH3:34])[C@@H:19]2[CH2:18][CH2:17][C@H:16]2[C@@:11]3([CH3:33])[CH2:12][CH2:13][C@@:14]3([C:30](O)=[O:31])[CH2:26][CH2:25][C@@H:24]([C:27]([CH3:29])=[CH2:28])[C@@H:15]32)[C:6]1([CH3:36])[CH3:35])(=[O:3])[CH3:2].[NH2:37][C@@H:38]1[CH2:41][C@H:40]([C:42]([N:44]2[CH2:49][CH2:48][CH2:47][CH2:46][CH2:45]2)=[O:43])[C:39]1([CH3:51])[CH3:50]. The catalyst is C(Cl)Cl. The product is [C:1]([O:4][C@H:5]1[CH2:22][CH2:21][C@@:20]2([CH3:23])[C@@H:7]([CH2:8][CH2:9][C@:10]3([CH3:34])[C@@H:19]2[CH2:18][CH2:17][C@H:16]2[C@@:11]3([CH3:33])[CH2:12][CH2:13][C@@:14]3([C:30](=[O:31])[NH:37][C@@H:38]4[CH2:41][C@H:40]([C:42]([N:44]5[CH2:49][CH2:48][CH2:47][CH2:46][CH2:45]5)=[O:43])[C:39]4([CH3:51])[CH3:50])[CH2:26][CH2:25][C@@H:24]([C:27]([CH3:29])=[CH2:28])[C@@H:15]32)[C:6]1([CH3:36])[CH3:35])(=[O:3])[CH3:2]. The yield is 0.719. (2) The reactants are [C:1]([O:5][C:6](=[O:21])[NH:7][C:8]1[CH:13]=[C:12]([O:14][CH3:15])[C:11]([CH2:16]Br)=[C:10]([O:18][CH3:19])[C:9]=1[Br:20])([CH3:4])([CH3:3])[CH3:2].[NH:22]1[CH2:27][CH2:26][O:25][CH2:24][CH2:23]1. The catalyst is C1COCC1.O. The product is [C:1]([O:5][C:6](=[O:21])[NH:7][C:8]1[CH:13]=[C:12]([O:14][CH3:15])[C:11]([CH2:16][N:22]2[CH2:27][CH2:26][O:25][CH2:24][CH2:23]2)=[C:10]([O:18][CH3:19])[C:9]=1[Br:20])([CH3:4])([CH3:3])[CH3:2]. The yield is 0.880. (3) The reactants are Cl[CH2:2][CH2:3][CH2:4][CH2:5][N:6]1[C:10]2[CH:11]=[CH:12][CH:13]=[CH:14][C:9]=2[N:8]=[CH:7]1.[CH3:15][O:16][C:17]1[CH:22]=[CH:21][CH:20]=[CH:19][C:18]=1[N:23]1[CH2:28][CH2:27][NH:26][CH2:25][CH2:24]1.C(N(C(C)C)CC)(C)C.[I-].[K+]. The catalyst is C(#N)C. The product is [CH3:15][O:16][C:17]1[CH:22]=[CH:21][CH:20]=[CH:19][C:18]=1[N:23]1[CH2:28][CH2:27][N:26]([CH2:2][CH2:3][CH2:4][CH2:5][N:6]2[C:10]3[CH:11]=[CH:12][CH:13]=[CH:14][C:9]=3[N:8]=[CH:7]2)[CH2:25][CH2:24]1. The yield is 0.706.